This data is from Acute oral toxicity (LD50) regression data from Zhu et al.. The task is: Regression/Classification. Given a drug SMILES string, predict its toxicity properties. Task type varies by dataset: regression for continuous values (e.g., LD50, hERG inhibition percentage) or binary classification for toxic/non-toxic outcomes (e.g., AMES mutagenicity, cardiotoxicity, hepatotoxicity). Dataset: ld50_zhu. (1) The molecule is O=C(O)CCC1(Cc2ccccc2)CCCCC1=O. The rat oral LD50 is 2.11, given as -log10 of the dose in mol/kg body weight (higher means more acutely toxic). (2) The molecule is CCOCCOCCOC(C)=O. The rat oral LD50 is 1.21, given as -log10 of the dose in mol/kg body weight (higher means more acutely toxic). (3) The molecule is CCOC(=O)C=CC(=O)OCC1CO1. The rat oral LD50 is 2.09, given as -log10 of the dose in mol/kg body weight (higher means more acutely toxic). (4) The compound is CCCCCN(CCCCC)CC(=O)NN=Cc1ccc([N+](=O)[O-])o1. The rat oral LD50 is 2.64, given as -log10 of the dose in mol/kg body weight (higher means more acutely toxic). (5) The rat oral LD50 is 2.34, given as -log10 of the dose in mol/kg body weight (higher means more acutely toxic). The drug is CN(C)C(=O)SCCCCOc1ccccc1. (6) The compound is CC(=O)CCc1ccc(-c2ccccc2)cc1. The rat oral LD50 is 2.34, given as -log10 of the dose in mol/kg body weight (higher means more acutely toxic). (7) The compound is CCNP(=S)(OC)Oc1cc(Cl)c(Cl)cc1Cl. The rat oral LD50 is 2.87, given as -log10 of the dose in mol/kg body weight (higher means more acutely toxic).